Dataset: Forward reaction prediction with 1.9M reactions from USPTO patents (1976-2016). Task: Predict the product of the given reaction. (1) Given the reactants [C:1]([N:8]1[CH2:13][CH2:12][N:11]([C:14](=[O:17])[NH:15][CH3:16])[CH2:10][CH2:9]1)(OC(C)(C)C)=O.Cl.CCOC(C)=O.[Cl:25][C:26]1[CH:31]=[C:30](CCl)[CH:29]=[CH:28][N:27]=1.C([O-])([O-])=O.[K+].[K+], predict the reaction product. The product is: [Cl:25][C:26]1[CH:31]=[C:30]([CH2:1][N:8]2[CH2:9][CH2:10][N:11]([C:14](=[O:17])[NH:15][CH3:16])[CH2:12][CH2:13]2)[CH:29]=[CH:28][N:27]=1. (2) The product is: [OH:25][CH2:24][CH2:23][C@@H:22]([NH:21][C:2]1[C:3]2[CH2:11][N:10]([C:12]3[CH:19]=[CH:18][C:17]([CH3:20])=[CH:16][C:13]=3[C:14]#[N:15])[CH2:9][CH2:8][C:4]=2[N:5]=[CH:6][N:7]=1)[C:26]1[CH:27]=[N:28][C:29]([C:32]([F:33])([F:34])[F:35])=[CH:30][CH:31]=1. Given the reactants Cl[C:2]1[C:3]2[CH2:11][N:10]([C:12]3[CH:19]=[CH:18][C:17]([CH3:20])=[CH:16][C:13]=3[C:14]#[N:15])[CH2:9][CH2:8][C:4]=2[N:5]=[CH:6][N:7]=1.[NH2:21][C@@H:22]([C:26]1[CH:27]=[N:28][C:29]([C:32]([F:35])([F:34])[F:33])=[CH:30][CH:31]=1)[CH2:23][CH2:24][OH:25].C(N(CC)C(C)C)(C)C, predict the reaction product.